Task: Predict the reactants needed to synthesize the given product.. Dataset: Full USPTO retrosynthesis dataset with 1.9M reactions from patents (1976-2016) (1) Given the product [C:29](=[O:30])([O:28][CH:24]([CH2:26][C:37]([C:3]1[CH:4]=[N:5][CH:6]=[CH:7][C:2]=1[Cl:1])=[O:39])[CH2:27][C:18]([CH3:23])([CH3:19])[CH3:16])[NH2:31], predict the reactants needed to synthesize it. The reactants are: [Cl:1][C:2]1[CH:7]=[CH:6][N:5]=[CH:4][CH:3]=1.C([N-]C(C)C)(C)C.[Li+].[CH2:16]([C:18]1[CH:23]=[CH:23][CH:18]=[CH:19][CH:19]=1)[CH3:16].[C:24]([O:28][C:29]([N:31]1C(=O)CC1C)=[O:30])([CH3:27])([CH3:26])C.[CH2:37]([O:39]CC)C. (2) Given the product [CH3:14][O:13][C:12](=[O:29])[C:7]1[CH:8]=[C:9]([O:10][CH3:11])[C:4]([O:3][CH3:2])=[CH:5][C:6]=1[CH:20]([CH3:28])[CH2:21][C:22]1[CH:27]=[CH:26][CH:25]=[CH:24][CH:23]=1, predict the reactants needed to synthesize it. The reactants are: [I-].[CH3:2][O:3][C:4]1[C:9]([O:10][CH3:11])=[CH:8][C:7]([C:12]2[O:13][CH2:14]C(C)(C)[N+]=2C)=[C:6]([CH:20]([CH3:28])[CH2:21][C:22]2[CH:27]=[CH:26][CH:25]=[CH:24][CH:23]=2)[CH:5]=1.[OH-:29].[Na+].Cl.C[Si](C=[N+]=[N-])(C)C. (3) The reactants are: [C:1]1([C:7]2[NH:8][C:9]3[CH:10]=[CH:11][CH:12]=[C:13]4[C:19](=[O:20])[NH:18][CH2:17][CH2:16][C:15]=2[C:14]=34)[CH:6]=[CH:5][CH:4]=[CH:3][CH:2]=1.[C:21](C1C=CC(B(O)O)=CC=1)([OH:23])=[O:22]. Given the product [O:20]=[C:19]1[C:13]2[C:14]3[C:15](=[C:7]([C:1]4[CH:2]=[CH:3][C:4]([C:21]([OH:23])=[O:22])=[CH:5][CH:6]=4)[NH:8][C:9]=3[CH:10]=[CH:11][CH:12]=2)[CH2:16][CH2:17][NH:18]1, predict the reactants needed to synthesize it. (4) Given the product [CH3:17][S:18]([O:10][CH2:9][CH2:8][CH:7]([C:1]1[CH:2]=[CH:3][CH:4]=[CH:5][CH:6]=1)[C:11]1[CH:12]=[CH:13][CH:14]=[CH:15][CH:16]=1)(=[O:20])=[O:19], predict the reactants needed to synthesize it. The reactants are: [C:1]1([CH:7]([C:11]2[CH:16]=[CH:15][CH:14]=[CH:13][CH:12]=2)[CH2:8][CH2:9][OH:10])[CH:6]=[CH:5][CH:4]=[CH:3][CH:2]=1.[CH3:17][S:18](Cl)(=[O:20])=[O:19].C(N(CC)CC)C. (5) Given the product [F:1][C:2]1[CH:9]=[C:8]([F:10])[CH:7]=[C:6]2[C:3]=1[CH:4]=[N:22][NH:23]2, predict the reactants needed to synthesize it. The reactants are: [F:1][C:2]1[CH:9]=[C:8]([F:10])[CH:7]=[C:6](F)[C:3]=1[CH:4]=O.C(=O)([O-])[O-].[K+].[K+].Cl.CON.[NH2:22][NH2:23]. (6) Given the product [OH:16][CH2:14][CH2:5][CH2:4][CH2:3][CH2:2][C:1]([O:7][CH3:6])=[O:8], predict the reactants needed to synthesize it. The reactants are: [C:1]1(=[O:8])[O:7][CH2:6][CH2:5][CH2:4][CH2:3][CH2:2]1.S(=O)(=O)(O)O.[C:14](OCC)(=[O:16])C.CCCCCC. (7) Given the product [ClH:39].[N:33]1([CH2:32][CH2:31][O:30][CH2:29][CH2:28][O:27][C:23]2[CH:22]=[C:21]3[C:26]([C:17]([CH:6]4[C:5]5[C:9](=[CH:10][CH:11]=[C:3]([C:1]#[N:2])[CH:4]=5)[NH:8][C:7]4=[O:12])=[N:18][CH:19]=[N:20]3)=[CH:25][CH:24]=2)[CH2:38][CH2:37][O:36][CH2:35][CH2:34]1, predict the reactants needed to synthesize it. The reactants are: [C:1]([C:3]1[CH:4]=[C:5]2[C:9](=[CH:10][CH:11]=1)[NH:8][C:7](=[O:12])[CH2:6]2)#[N:2].[H-].[Na+].CS[C:17]1[C:26]2[C:21](=[CH:22][C:23]([O:27][CH2:28][CH2:29][O:30][CH2:31][CH2:32][N:33]3[CH2:38][CH2:37][O:36][CH2:35][CH2:34]3)=[CH:24][CH:25]=2)[N:20]=[CH:19][N:18]=1.[ClH:39]. (8) Given the product [CH3:1][O:2][CH2:3][CH2:4][NH:5][CH:7]1[CH2:8][N:9]([C:11]([O:13][C:14]([CH3:17])([CH3:16])[CH3:15])=[O:12])[CH2:10]1, predict the reactants needed to synthesize it. The reactants are: [CH3:1][O:2][CH2:3][CH2:4][NH2:5].O=[C:7]1[CH2:10][N:9]([C:11]([O:13][C:14]([CH3:17])([CH3:16])[CH3:15])=[O:12])[CH2:8]1.CC(O)=O. (9) Given the product [NH2:33][C:28]1[CH:29]=[CH:30][CH:31]=[CH:32][C:27]=1[NH:26][C:24](=[O:25])[C:23]1[CH:22]=[CH:21][C:20]([CH2:19][N:18]2[CH2:44][C:43](=[CH2:42])[C:2]3[C:3](=[CH:4][CH:5]=[CH:6][CH:7]=3)[CH:8]2[CH2:9][C:10](=[O:11])[N:12]2[CH2:17][CH2:16][CH2:15][CH2:14][CH2:13]2)=[CH:35][CH:34]=1, predict the reactants needed to synthesize it. The reactants are: I[C:2]1[CH:7]=[CH:6][CH:5]=[CH:4][C:3]=1/[CH:8]=[CH:9]/[C:10]([N:12]1[CH2:17][CH2:16][CH2:15][CH2:14][CH2:13]1)=[O:11].[NH2:18][CH2:19][C:20]1[CH:35]=[CH:34][C:23]([C:24]([NH:26][C:27]2[CH:32]=[CH:31][CH:30]=[CH:29][C:28]=2[NH2:33])=[O:25])=[CH:22][CH:21]=1.C([O-])([O-])=O.[K+].[K+].[CH2:42]=[C:43]=[CH2:44].